Dataset: Full USPTO retrosynthesis dataset with 1.9M reactions from patents (1976-2016). Task: Predict the reactants needed to synthesize the given product. (1) Given the product [Cl:1][C:2]1[CH:7]=[C:6]([Cl:8])[CH:5]=[CH:4][C:3]=1[CH:9]([NH:18][O:17][CH3:16])[CH:10]([N+:12]([O-:14])=[O:13])[CH3:11], predict the reactants needed to synthesize it. The reactants are: [Cl:1][C:2]1[CH:7]=[C:6]([Cl:8])[CH:5]=[CH:4][C:3]=1/[CH:9]=[C:10](/[N+:12]([O-:14])=[O:13])\[CH3:11].Cl.[CH3:16][O:17][NH2:18].C(N(CC)CC)C.O. (2) The reactants are: CC1C=CC(S([N:11]2[N:15]3[C:16]4[C:25]5[C:20](=[CH:21][CH:22]=[CH:23][CH:24]=5)[N:19]=[C:18]([NH2:26])[C:17]=4[N:27]=[C:14]3[CH:13]=[CH:12]2)(=O)=O)=CC=1.[O-]CC.[Na+].C(OC)(C)(C)C. Given the product [CH:24]1[CH:23]=[CH:22][CH:21]=[C:20]2[C:25]=1[C:16]1[N:15]3[NH:11][CH:12]=[CH:13][C:14]3=[N:27][C:17]=1[C:18]([NH2:26])=[N:19]2, predict the reactants needed to synthesize it. (3) Given the product [F:1][C:2]1[CH:3]=[C:4]([N:17]2[CH2:21][C@H:20]([CH2:22][N:23]3[CH:27]=[CH:26][N:25]=[N:24]3)[O:19][C:18]2=[O:28])[CH:5]=[CH:6][C:7]=1[C:8]1[CH:9]=[N:10][C:11]([CH2:14][S:40]([CH3:30])(=[O:43])=[O:41])=[CH:12][CH:13]=1, predict the reactants needed to synthesize it. The reactants are: [F:1][C:2]1[CH:3]=[C:4]([N:17]2[CH2:21][C@H:20]([CH2:22][N:23]3[CH:27]=[CH:26][N:25]=[N:24]3)[O:19][C:18]2=[O:28])[CH:5]=[CH:6][C:7]=1[C:8]1[CH:9]=[N:10][C:11]([CH2:14]SC)=[CH:12][CH:13]=1.Cl[C:30]1C=CC=C(C(OO)=O)C=1.[S:40](=[O:43])(O)[O-:41].[Na+].